Dataset: Full USPTO retrosynthesis dataset with 1.9M reactions from patents (1976-2016). Task: Predict the reactants needed to synthesize the given product. (1) Given the product [Cl:20][C:17]1[CH:18]=[CH:19][C:14]([CH2:13][N:4]2[C:3](=[O:21])[C:2]3[NH:1][C:24]([CH:23]([OH:22])[CH3:27])=[N:8][C:7]=3[N:6]([CH2:9][CH2:10][CH3:11])[C:5]2=[O:12])=[CH:15][CH:16]=1, predict the reactants needed to synthesize it. The reactants are: [NH2:1][C:2]1[C:3](=[O:21])[N:4]([CH2:13][C:14]2[CH:19]=[CH:18][C:17]([Cl:20])=[CH:16][CH:15]=2)[C:5](=[O:12])[N:6]([CH2:9][CH2:10][CH3:11])[C:7]=1[NH2:8].[OH:22][CH:23]([CH3:27])[C:24](O)=O.C(O)C.[OH-].[Na+]. (2) Given the product [F:1][C:2]1[CH:7]=[C:6]([OH:8])[CH:5]=[CH:4][C:3]=1[C:10]1[S:14][C:13]([C:15]2[CH:23]=[CH:22][C:18]([C:19]([OH:21])=[O:20])=[CH:17][CH:16]=2)=[CH:12][CH:11]=1, predict the reactants needed to synthesize it. The reactants are: [F:1][C:2]1[CH:7]=[C:6]([O:8]C)[CH:5]=[CH:4][C:3]=1[C:10]1[S:14][C:13]([C:15]2[CH:23]=[CH:22][C:18]([C:19]([OH:21])=[O:20])=[CH:17][CH:16]=2)=[CH:12][CH:11]=1.B(Br)(Br)Br.